This data is from NCI-60 drug combinations with 297,098 pairs across 59 cell lines. The task is: Regression. Given two drug SMILES strings and cell line genomic features, predict the synergy score measuring deviation from expected non-interaction effect. (1) Drug 1: CN1C2=C(C=C(C=C2)N(CCCl)CCCl)N=C1CCCC(=O)O.Cl. Drug 2: C1C(C(OC1N2C=NC(=NC2=O)N)CO)O. Cell line: M14. Synergy scores: CSS=1.87, Synergy_ZIP=-3.37, Synergy_Bliss=-7.45, Synergy_Loewe=-4.08, Synergy_HSA=-6.30. (2) Drug 1: C1C(C(OC1N2C=C(C(=O)NC2=O)F)CO)O. Drug 2: CC1=C(C(=CC=C1)Cl)NC(=O)C2=CN=C(S2)NC3=CC(=NC(=N3)C)N4CCN(CC4)CCO. Cell line: SF-268. Synergy scores: CSS=29.1, Synergy_ZIP=-6.39, Synergy_Bliss=-0.582, Synergy_Loewe=-17.1, Synergy_HSA=-2.29. (3) Drug 1: CC1=C(C(=CC=C1)Cl)NC(=O)C2=CN=C(S2)NC3=CC(=NC(=N3)C)N4CCN(CC4)CCO. Drug 2: CN1C2=C(C=C(C=C2)N(CCCl)CCCl)N=C1CCCC(=O)O.Cl. Cell line: HOP-62. Synergy scores: CSS=7.26, Synergy_ZIP=1.93, Synergy_Bliss=1.20, Synergy_Loewe=-33.5, Synergy_HSA=-2.85.